This data is from Reaction yield outcomes from USPTO patents with 853,638 reactions. The task is: Predict the reaction yield, written as a fraction of the theoretical maximum amount of product (1.0 means a 100% yield; for example, 0.34 means a 34% yield). The reactants are FC1C(O[C:9](=[O:32])[CH:10]([C:17]2[N:18]([C:25]3[CH:30]=[CH:29][C:28]([Cl:31])=[CH:27][CH:26]=3)[N:19]=[C:20]3[CH2:24][CH2:23][CH2:22][C:21]=23)[CH:11]2[CH2:16][CH2:15][CH2:14][CH2:13][CH2:12]2)=C(F)C(F)=C(F)C=1F.[CH:37]1([NH2:43])[CH2:42][CH2:41][CH2:40][CH2:39][CH2:38]1. The product is [Cl:31][C:28]1[CH:27]=[CH:26][C:25]([N:18]2[C:17]([CH:10]([CH:11]3[CH2:12][CH2:13][CH2:14][CH2:15][CH2:16]3)[C:9]([NH:43][CH:37]3[CH2:42][CH2:41][CH2:40][CH2:39][CH2:38]3)=[O:32])=[C:21]3[CH2:22][CH2:23][CH2:24][C:20]3=[N:19]2)=[CH:30][CH:29]=1. The yield is 0.400. The catalyst is CN(C=O)C.CN(C1C=CN=CC=1)C.